This data is from CYP2C9 inhibition data for predicting drug metabolism from PubChem BioAssay. The task is: Regression/Classification. Given a drug SMILES string, predict its absorption, distribution, metabolism, or excretion properties. Task type varies by dataset: regression for continuous measurements (e.g., permeability, clearance, half-life) or binary classification for categorical outcomes (e.g., BBB penetration, CYP inhibition). Dataset: cyp2c9_veith. (1) The drug is Cc1ccc(NC(=S)/C(=C(\[O-])c2ccc(C)c([N+](=O)[O-])c2)[n+]2ccccc2)cc1C. The result is 0 (non-inhibitor). (2) The molecule is O=C(c1ccco1)N1CCC[C@@]2(CCN(c3ncccn3)C2)C1. The result is 0 (non-inhibitor). (3) The molecule is O=C(Cn1cccc1C(=O)c1ccccc1)NCc1cccs1. The result is 0 (non-inhibitor). (4) The compound is CC(=O)c1ccc(N2CCC(c3cc(-c4ccc(Cl)cc4Cl)n[nH]3)CC2)c([N+](=O)[O-])c1. The result is 1 (inhibitor). (5) The molecule is CC1(C)CCC(C)(C)c2c1ccc(O)c2Cc1c(O)ccc2c1C(C)(C)CCC2(C)C. The result is 0 (non-inhibitor). (6) The compound is COC(=O)[C@@]1(Cc2ccccc2)[C@H]2c3cc(C(=O)N4CCCC4)n(Cc4nc5ccccc5[nH]4)c3C[C@H]2CN1C(=O)c1ccccc1. The result is 1 (inhibitor). (7) The compound is COCCn1c(=O)c(-c2ccccc2)nc2cncnc21. The result is 0 (non-inhibitor).